The task is: Predict the reactants needed to synthesize the given product.. This data is from Full USPTO retrosynthesis dataset with 1.9M reactions from patents (1976-2016). (1) Given the product [Cl:16][C:17]1[CH:18]=[CH:19][CH:20]=[C:21]2[C:30]=1[C:24]1([CH2:25][CH2:26][N:27]([C:11](=[O:13])[CH2:10][CH2:9][C:4]3[CH:5]=[CH:6][CH:7]=[CH:8][C:3]=3[C:2]([F:1])([F:15])[F:14])[CH2:28][CH2:29]1)[NH:23][C:22]2=[O:31], predict the reactants needed to synthesize it. The reactants are: [F:1][C:2]([F:15])([F:14])[C:3]1[CH:8]=[CH:7][CH:6]=[CH:5][C:4]=1[CH2:9][CH2:10][C:11]([OH:13])=O.[Cl:16][C:17]1[CH:18]=[CH:19][CH:20]=[C:21]2[C:30]=1[C:24]1([CH2:29][CH2:28][NH:27][CH2:26][CH2:25]1)[NH:23][C:22]2=[O:31]. (2) Given the product [CH3:23][O:24][C:25]1[C:26]([O:33][CH2:34][CH2:35][O:36][CH3:37])=[C:27](/[CH:28]=[CH:1]/[C:2]2[N:3]=[C:4]3[S:22][CH:21]=[CH:20][N:5]3[C:6](=[O:19])[C:7]=2[C:8]2[CH:13]=[CH:12][C:11]([O:14][C:15]([F:17])([F:18])[F:16])=[CH:10][CH:9]=2)[CH:30]=[CH:31][CH:32]=1, predict the reactants needed to synthesize it. The reactants are: [CH3:1][C:2]1[N:3]=[C:4]2[S:22][CH:21]=[CH:20][N:5]2[C:6](=[O:19])[C:7]=1[C:8]1[CH:13]=[CH:12][C:11]([O:14][C:15]([F:18])([F:17])[F:16])=[CH:10][CH:9]=1.[CH3:23][O:24][C:25]1[C:26]([O:33][CH2:34][CH2:35][O:36][CH3:37])=[C:27]([CH:30]=[CH:31][CH:32]=1)[CH:28]=O.[O-]CC.[Na+]. (3) Given the product [NH2:20][C:21]1[CH:26]=[CH:25][CH:24]=[CH:23][C:22]=1[C:27]#[C:28][C:29]1[C:30]([O:39][CH3:40])=[CH:31][C:32]([O:37][CH3:38])=[C:33](/[CH:34]=[CH:2]/[C:1]([C:4]2[CH:5]=[CH:6][C:7]([S:10]([NH:13][C:14]3[CH:19]=[CH:18][CH:17]=[CH:16][N:15]=3)(=[O:12])=[O:11])=[CH:8][CH:9]=2)=[O:3])[CH:36]=1, predict the reactants needed to synthesize it. The reactants are: [C:1]([C:4]1[CH:9]=[CH:8][C:7]([S:10]([NH:13][C:14]2[CH:19]=[CH:18][CH:17]=[CH:16][N:15]=2)(=[O:12])=[O:11])=[CH:6][CH:5]=1)(=[O:3])[CH3:2].[NH2:20][C:21]1[CH:26]=[CH:25][CH:24]=[CH:23][C:22]=1[C:27]#[C:28][C:29]1[C:30]([O:39][CH3:40])=[CH:31][C:32]([O:37][CH3:38])=[C:33]([CH:36]=1)[CH:34]=O.C[O-].[Li+].